The task is: Predict the product of the given reaction.. This data is from Forward reaction prediction with 1.9M reactions from USPTO patents (1976-2016). Given the reactants [OH:1][CH2:2][CH2:3][C@H:4]([NH:15][C:16]([C:18]1[C:19]2[CH:26]=[N:25][N:24]([C:27]3[CH:32]=[CH:31][C:30]([F:33])=[CH:29][CH:28]=3)[C:20]=2[CH:21]=[N:22][CH:23]=1)=[O:17])[C:5]1[CH:10]=[CH:9][N:8]=[C:7]([S:11]([CH3:14])(=[O:13])=[O:12])[CH:6]=1.C(N(CC)C(C)C)(C)C.[CH3:43][S:44](Cl)(=[O:46])=[O:45], predict the reaction product. The product is: [F:33][C:30]1[CH:29]=[CH:28][C:27]([N:24]2[C:20]3[CH:21]=[N:22][CH:23]=[C:18]([C:16]([NH:15][C@H:4]([C:5]4[CH:10]=[CH:9][N:8]=[C:7]([S:11]([CH3:14])(=[O:12])=[O:13])[CH:6]=4)[CH2:3][CH2:2][O:1][S:44]([CH3:43])(=[O:46])=[O:45])=[O:17])[C:19]=3[CH:26]=[N:25]2)=[CH:32][CH:31]=1.